This data is from Peptide-MHC class I binding affinity with 185,985 pairs from IEDB/IMGT. The task is: Regression. Given a peptide amino acid sequence and an MHC pseudo amino acid sequence, predict their binding affinity value. This is MHC class I binding data. (1) The peptide sequence is RPKQAWCWFG. The MHC is Mamu-A2201 with pseudo-sequence Mamu-A2201. The binding affinity (normalized) is 0.0204. (2) The peptide sequence is FPFHYAAAF. The MHC is Mamu-A2201 with pseudo-sequence Mamu-A2201. The binding affinity (normalized) is 0.745. (3) The peptide sequence is YSMGPSPPI. The MHC is H-2-Db with pseudo-sequence H-2-Db. The binding affinity (normalized) is 0.323. (4) The MHC is H-2-Kk with pseudo-sequence H-2-Kk. The binding affinity (normalized) is 0.782. The peptide sequence is LEKEEGII.